From a dataset of Reaction yield outcomes from USPTO patents with 853,638 reactions. Predict the reaction yield, written as a fraction of the theoretical maximum amount of product (1.0 means a 100% yield; for example, 0.34 means a 34% yield). (1) The reactants are FC(F)(F)C1C=CC(CBr)=CC=1.Cl.Br[CH2:15][C:16]1[CH:21]=[CH:20][CH:19]=[CH:18][N:17]=1.[CH3:22][C:23]1[N:24]=[C:25]([N:33]2[CH2:37][CH2:36][NH:35][C:34]2=[O:38])[S:26][C:27]=1[C:28]([O:30][CH2:31][CH3:32])=[O:29]. No catalyst specified. The product is [CH3:22][C:23]1[N:24]=[C:25]([N:33]2[CH2:37][CH2:36][N:35]([CH2:15][C:16]3[CH:21]=[CH:20][CH:19]=[CH:18][N:17]=3)[C:34]2=[O:38])[S:26][C:27]=1[C:28]([O:30][CH2:31][CH3:32])=[O:29]. The yield is 0.550. (2) The reactants are [CH:1]1([NH:5][S:6]([C:9]2[CH:10]=[C:11]3[C:16](=[CH:17][CH:18]=2)[NH:15][CH:14]([C:19]2[CH:24]=[C:23]([F:25])[CH:22]=[C:21](Br)[CH:20]=2)[CH2:13][C:12]3([CH3:28])[CH3:27])(=[O:8])=[O:7])[CH2:4][CH2:3][CH2:2]1.[NH2:29][C:30]1([C:33]([OH:35])=[O:34])[CH2:32][CH2:31]1.C(=O)([O-])[O-].[K+].[K+]. The catalyst is CS(C)=O.[Cu]I. The product is [CH:1]1([NH:5][S:6]([C:9]2[CH:10]=[C:11]3[C:16](=[CH:17][CH:18]=2)[NH:15][CH:14]([C:19]2[CH:20]=[C:21]([NH:29][C:30]4([C:33]([OH:35])=[O:34])[CH2:32][CH2:31]4)[CH:22]=[C:23]([F:25])[CH:24]=2)[CH2:13][C:12]3([CH3:28])[CH3:27])(=[O:8])=[O:7])[CH2:4][CH2:3][CH2:2]1. The yield is 0.470. (3) The yield is 0.280. The catalyst is CN(C=O)C. The reactants are [CH3:1][N:2]1[C:6]([C:7]([OH:9])=O)=[CH:5][N:4]=[CH:3]1.C(C1NC=CN=1)(C1NC=CN=1)=O.C(N(CC)CC)C.Cl.[NH2:30][CH2:31][C:32]1[CH:40]=[CH:39][CH:38]=[C:37]2[C:33]=1[C:34](=[O:50])[N:35]([CH:42]1[CH2:47][CH2:46][C:45](=[O:48])[NH:44][C:43]1=[O:49])[C:36]2=[O:41]. The product is [O:49]=[C:43]1[CH:42]([N:35]2[C:34](=[O:50])[C:33]3[C:37](=[CH:38][CH:39]=[CH:40][C:32]=3[CH2:31][NH:30][C:7]([C:6]3[N:2]([CH3:1])[CH:3]=[N:4][CH:5]=3)=[O:9])[C:36]2=[O:41])[CH2:47][CH2:46][C:45](=[O:48])[NH:44]1.